Task: Predict the reactants needed to synthesize the given product.. Dataset: Full USPTO retrosynthesis dataset with 1.9M reactions from patents (1976-2016) (1) Given the product [Cl:2][C:3]1[C:8]([Cl:9])=[CH:7][CH:6]=[CH:5][C:4]=1[CH:10]1[CH2:15][CH2:14][NH:13][CH2:12][CH2:11]1, predict the reactants needed to synthesize it. The reactants are: Cl.[Cl:2][C:3]1[C:8]([Cl:9])=[CH:7][CH:6]=[CH:5][C:4]=1[CH:10]1[CH2:15][CH2:14][N:13](C(OCC2C=CC=CC=2)=O)[CH2:12][CH2:11]1. (2) Given the product [C:1]([O:5][C:6]([N:8]1[C@H:13]([CH2:14][NH:15][C:26]([C:24]2[CH:23]=[CH:22][CH:21]=[C:20]3[C:25]=2[N:16]=[CH:17][CH:18]=[CH:19]3)=[O:27])[CH2:12][C@H:11]2[C@@H:9]1[CH2:10]2)=[O:7])([CH3:4])([CH3:3])[CH3:2], predict the reactants needed to synthesize it. The reactants are: [C:1]([O:5][C:6]([N:8]1[C@H:13]([CH2:14][NH2:15])[CH2:12][C@H:11]2[C@@H:9]1[CH2:10]2)=[O:7])([CH3:4])([CH3:3])[CH3:2].[N:16]1[C:25]2[C:20](=[CH:21][CH:22]=[CH:23][C:24]=2[C:26](O)=[O:27])[CH:19]=[CH:18][CH:17]=1.